Task: Predict the product of the given reaction.. Dataset: Forward reaction prediction with 1.9M reactions from USPTO patents (1976-2016) (1) Given the reactants [NH:1]1[C:5]2[CH:6]=[CH:7][CH:8]=[CH:9][C:4]=2[N:3]=[C:2]1[CH2:10][N:11]([CH2:22][C:23]1[CH:30]=[CH:29][C:26]([CH:27]=O)=[CH:25][CH:24]=1)[CH:12]1[C:21]2[N:20]=[CH:19][CH:18]=[CH:17][C:16]=2[CH2:15][CH2:14][CH2:13]1.[NH:31]1[CH2:35][CH2:34][CH2:33][CH2:32]1.CC(O)=O.[BH-](OC(C)=O)(OC(C)=O)OC(C)=O.[Na+], predict the reaction product. The product is: [NH:1]1[C:5]2[CH:6]=[CH:7][CH:8]=[CH:9][C:4]=2[N:3]=[C:2]1[CH2:10][N:11]([CH2:22][C:23]1[CH:30]=[CH:29][C:26]([CH2:27][N:31]2[CH2:35][CH2:34][CH2:33][CH2:32]2)=[CH:25][CH:24]=1)[CH:12]1[C:21]2[N:20]=[CH:19][CH:18]=[CH:17][C:16]=2[CH2:15][CH2:14][CH2:13]1. (2) Given the reactants [Cl:1][C:2]1[CH:3]=[C:4]([CH:7]=[CH:8][CH:9]=1)[C:5]#[N:6].C#C.[CH3:12][C:13]1[CH:13]=[CH:18][CH:17]=[CH:17][C:18]=1[CH3:12], predict the reaction product. The product is: [Cl:1][C:2]1[CH:3]=[C:4]([C:5]2[CH:17]=[CH:18][CH:13]=[CH:12][N:6]=2)[CH:7]=[CH:8][CH:9]=1. (3) Given the reactants [NH2:1][CH2:2][CH:3]([NH:13][C:14]([C:16]1[S:32][C:19]2=[N:20][C:21]3[CH2:22][CH2:23][CH:24]([C:28]([CH3:31])([CH3:30])[CH3:29])[CH2:25][C:26]=3[CH:27]=[C:18]2[CH:17]=1)=[O:15])[C:4]1[CH:9]=[CH:8][CH:7]=[C:6]([N+:10]([O-:12])=[O:11])[CH:5]=1.C(N(CC)CC)C.[C:40](O[C:40]([O:42][C:43]([CH3:46])([CH3:45])[CH3:44])=[O:41])([O:42][C:43]([CH3:46])([CH3:45])[CH3:44])=[O:41], predict the reaction product. The product is: [C:43]([O:42][C:40](=[O:41])[NH:1][CH2:2][CH:3]([NH:13][C:14]([C:16]1[S:32][C:19]2=[N:20][C:21]3[CH2:22][CH2:23][CH:24]([C:28]([CH3:29])([CH3:31])[CH3:30])[CH2:25][C:26]=3[CH:27]=[C:18]2[CH:17]=1)=[O:15])[C:4]1[CH:9]=[CH:8][CH:7]=[C:6]([N+:10]([O-:12])=[O:11])[CH:5]=1)([CH3:46])([CH3:45])[CH3:44]. (4) Given the reactants Cl.[CH2:2]([O:4][C:5](=[O:16])[C@H:6]([CH2:8][C:9]1[CH:14]=[CH:13][C:12]([OH:15])=[CH:11][CH:10]=1)[NH2:7])[CH3:3].[F:17][C:18]1[CH:26]=[CH:25][CH:24]=[C:23]([F:27])[C:19]=1[C:20](Cl)=[O:21], predict the reaction product. The product is: [CH2:2]([O:4][C:5](=[O:16])[C@H:6]([CH2:8][C:9]1[CH:10]=[CH:11][C:12]([OH:15])=[CH:13][CH:14]=1)[NH:7][C:20](=[O:21])[C:19]1[C:18]([F:17])=[CH:26][CH:25]=[CH:24][C:23]=1[F:27])[CH3:3]. (5) Given the reactants S1[CH:5]=[CH:4][C:3]([C:6]2[S:10][C:9]([NH:11][C:12]3[CH:17]=[CH:16][C:15]([OH:18])=[CH:14][CH:13]=3)=[N:8][CH:7]=2)=[CH:2]1.[S:19]1[CH:23]=[CH:22][C:21]([C:24]2C=C(CC=O)C=C[CH:29]=2)=[CH:20]1, predict the reaction product. The product is: [S:19]1[CH:23]=[CH:22][C:21]([C:24]2[CH:2]=[C:3]([C:6]3[S:10][C:9]([NH:11][C:12]4[CH:17]=[CH:16][C:15]([OH:18])=[CH:14][CH:13]=4)=[N:8][CH:7]=3)[CH:4]=[CH:5][CH:29]=2)=[CH:20]1. (6) The product is: [NH2:35][C:33]1[C:34]2[C:26]([CH3:25])=[N:27][N:28]([CH:9]([C:5]3[C:4]([O:12][CH3:13])=[C:3]([CH:14]4[CH2:15][N:16]([C:18]([O:20][C:21]([CH3:22])([CH3:24])[CH3:23])=[O:19])[CH2:17]4)[C:2]([Cl:1])=[C:7]([Cl:8])[CH:6]=3)[CH3:10])[C:29]=2[CH:46]=[N:45][CH:44]=1. Given the reactants [Cl:1][C:2]1[C:7]([Cl:8])=[CH:6][C:5]([CH:9](Cl)[CH3:10])=[C:4]([O:12][CH3:13])[C:3]=1[CH:14]1[CH2:17][N:16]([C:18]([O:20][C:21]([CH3:24])([CH3:23])[CH3:22])=[O:19])[CH2:15]1.[CH3:25][C:26]1[C:34]2[C:29](=NC=N[C:33]=2[NH2:35])[NH:28][N:27]=1.C(=O)([O-])[O-].[Cs+].[Cs+].[I-].[K+].[CH3:44][N:45](C)[CH:46]=O, predict the reaction product. (7) Given the reactants [H-].[Na+].[Br:3][C:4]1[CH:9]=[CH:8][N:7]([CH2:10][CH:11]([CH3:14])[CH2:12][OH:13])[C:6](=[O:15])[CH:5]=1.[CH3:16]I, predict the reaction product. The product is: [Br:3][C:4]1[CH:9]=[CH:8][N:7]([CH2:10][CH:11]([CH3:14])[CH2:12][O:13][CH3:16])[C:6](=[O:15])[CH:5]=1.